From a dataset of Full USPTO retrosynthesis dataset with 1.9M reactions from patents (1976-2016). Predict the reactants needed to synthesize the given product. (1) Given the product [NH2:33][C:27]1[N:28]=[C:29]([NH:32][C:8]([C:7]2[N:3]([CH2:1][CH3:2])[N:4]=[CH:5][CH:6]=2)=[O:10])[CH:30]=[CH:31][C:26]=1[C:19]1[CH:20]=[C:21]([O:24][CH3:25])[CH:22]=[CH:23][C:18]=1[Cl:17], predict the reactants needed to synthesize it. The reactants are: [CH2:1]([N:3]1[C:7]([C:8]([OH:10])=O)=[CH:6][CH:5]=[N:4]1)[CH3:2].C(Cl)(=O)C(Cl)=O.[Cl:17][C:18]1[CH:23]=[CH:22][C:21]([O:24][CH3:25])=[CH:20][C:19]=1[C:26]1[C:27]([NH2:33])=[N:28][C:29]([NH2:32])=[CH:30][CH:31]=1.N1C(C)=CC=CC=1C. (2) Given the product [CH3:11][NH:12][NH:13][C:3]([C:5]1[CH:6]=[N:7][CH:8]=[N:9][CH:10]=1)=[NH:4], predict the reactants needed to synthesize it. The reactants are: CO[C:3]([C:5]1[CH:6]=[N:7][CH:8]=[N:9][CH:10]=1)=[NH:4].[CH3:11][NH:12][NH2:13]. (3) Given the product [CH3:26][O:25][C:22]1[CH:23]=[CH:24][C:19]([CH2:18][C:17]([NH:16][C:13]2[CH:14]=[CH:15][C:10]([C:9]([N:8]([CH2:7][C:6]([O:5][C:1]([CH3:4])([CH3:3])[CH3:2])=[O:43])[CH2:33][C:34]3[CH:35]=[CH:36][C:37]([C:38]([NH:75][NH:74][C:72]([C:69]4[CH:68]=[CH:67][C:66]([C:63]5[CH:64]=[CH:65][C:60]([CH3:59])=[CH:61][CH:62]=5)=[CH:71][CH:70]=4)=[O:73])=[O:39])=[CH:41][CH:42]=3)=[O:32])=[CH:11][CH:12]=2)=[O:31])=[C:20]([C:27]([F:29])([F:28])[F:30])[CH:21]=1, predict the reactants needed to synthesize it. The reactants are: [C:1]([O:5][C:6](=[O:43])[CH2:7][N:8]([CH2:33][C:34]1[CH:42]=[CH:41][C:37]([C:38](O)=[O:39])=[CH:36][CH:35]=1)[C:9](=[O:32])[C:10]1[CH:15]=[CH:14][C:13]([NH:16][C:17](=[O:31])[CH2:18][C:19]2[CH:24]=[CH:23][C:22]([O:25][CH3:26])=[CH:21][C:20]=2[C:27]([F:30])([F:29])[F:28])=[CH:12][CH:11]=1)([CH3:4])([CH3:3])[CH3:2].CN1CCOCC1.ClC(OCC(C)C)=O.[CH3:59][C:60]1[CH:65]=[CH:64][C:63]([C:66]2[CH:71]=[CH:70][C:69]([C:72]([NH:74][NH2:75])=[O:73])=[CH:68][CH:67]=2)=[CH:62][CH:61]=1. (4) Given the product [Br:1][C:2]1[CH:7]=[CH:6][C:5]([CH:8]([NH:23][C:24]2[CH:25]=[CH:26][C:27]([C:28]([O:30][CH3:31])=[O:29])=[CH:32][CH:33]=2)[CH2:9][CH2:10][C:11]([F:14])([F:13])[F:12])=[C:4]([CH3:16])[CH:3]=1, predict the reactants needed to synthesize it. The reactants are: [Br:1][C:2]1[CH:7]=[CH:6][C:5]([CH:8](Cl)[CH2:9][CH2:10][C:11]([F:14])([F:13])[F:12])=[C:4]([CH3:16])[CH:3]=1.C(=O)([O-])[O-].[Na+].[Na+].[NH2:23][C:24]1[CH:33]=[CH:32][C:27]([C:28]([O:30][CH3:31])=[O:29])=[CH:26][CH:25]=1.[I-].[Na+]. (5) Given the product [N+:1]([C:4]1[CH:5]=[C:6]([CH:7]=[CH:8][CH:9]=1)[O:10][CH2:12][CH2:13][OH:14])([O-:3])=[O:2], predict the reactants needed to synthesize it. The reactants are: [N+:1]([C:4]1[CH:5]=[C:6]([OH:10])[CH:7]=[CH:8][CH:9]=1)([O-:3])=[O:2].Br[CH2:12][CH2:13][OH:14].C(=O)([O-])[O-].[K+].[K+].O.